From a dataset of Catalyst prediction with 721,799 reactions and 888 catalyst types from USPTO. Predict which catalyst facilitates the given reaction. Reactant: [CH3:1][O:2][N:3]=[C:4]([CH2:19][O:20][C:21]1[CH:26]=[CH:25][CH:24]=[C:23]([C:27]([F:30])([F:29])[F:28])[CH:22]=1)[CH2:5][N:6]1[C:10]2[CH:11]=[C:12]([CH3:18])[C:13]([N+:15]([O-])=O)=[CH:14][C:9]=2[N:8]=[CH:7]1. Product: [CH3:1][O:2][N:3]=[C:4]([CH2:19][O:20][C:21]1[CH:26]=[CH:25][CH:24]=[C:23]([C:27]([F:30])([F:29])[F:28])[CH:22]=1)[CH2:5][N:6]1[C:10]2[CH:11]=[C:12]([CH3:18])[C:13]([NH2:15])=[CH:14][C:9]=2[N:8]=[CH:7]1. The catalyst class is: 19.